This data is from Reaction yield outcomes from USPTO patents with 853,638 reactions. The task is: Predict the reaction yield, written as a fraction of the theoretical maximum amount of product (1.0 means a 100% yield; for example, 0.34 means a 34% yield). (1) The reactants are [NH2:1][C@H:2]([C:8]([OH:10])=[O:9])[CH2:3][CH2:4][CH2:5][CH2:6][NH2:7].[OH-:11].[Na+].C(=O)(O)[O-].[Na+].F[C:19]1[CH:24]=[CH:23][C:22]([N+:25]([O-:27])=[O:26])=[CH:21][CH:20]=1. The catalyst is O.C(O)C. The product is [N+:25]([C:22]1[CH:23]=[CH:24][C:19]([NH:1][CH:2]([CH2:3][CH2:4][CH2:5][CH2:6][NH:7][C:19]2[CH:24]=[CH:23][C:22]([N+:25]([O-:26])=[O:11])=[CH:21][CH:20]=2)[C:8]([OH:10])=[O:9])=[CH:20][CH:21]=1)([O-:27])=[O:26]. The yield is 0.880. (2) The reactants are [CH3:1][C:2]1[C:16](=[O:17])[N:15]=[C:14]2[N:4]([C@@H:5]3[O:9][C@H:8]([CH2:10][OH:11])[C@@H:7]([OH:12])[C@@H:6]3[O:13]2)[CH:3]=1.[CH3:18][O:19][CH2:20][CH2:21][O:22]B([O:22][CH2:21][CH2:20][O:19][CH3:18])[O:22][CH2:21][CH2:20][O:19][CH3:18]. The catalyst is COCCO. The product is [CH3:18][O:19][CH2:20][CH2:21][O:22][C@@H:6]1[C@H:7]([OH:12])[C@@H:8]([CH2:10][OH:11])[O:9][C@H:5]1[N:4]1[CH:3]=[C:2]([CH3:1])[C:16](=[O:17])[NH:15][C:14]1=[O:13]. The yield is 0.630. (3) The reactants are [Cl:1][C:2]1[CH:7]=[CH:6][C:5]([S:8]([C:17]2[CH:22]=[CH:21][C:20]([Cl:23])=[CH:19][CH:18]=2)([CH3:16])[CH2:9][C:10](N(OC)C)=[O:11])=[CH:4][CH:3]=1.[CH2:24]([Mg]Br)[CH3:25]. No catalyst specified. The product is [Cl:23][C:20]1[CH:19]=[CH:18][C:17]([S:8]([C:5]2[CH:6]=[CH:7][C:2]([Cl:1])=[CH:3][CH:4]=2)([CH3:16])[CH2:9][C:10](=[O:11])[CH2:24][CH3:25])=[CH:22][CH:21]=1. The yield is 0.210. (4) The product is [CH3:17][O:10][C:9](=[O:11])[CH2:8][C:4]1[CH:5]=[CH:6][CH:7]=[C:2]([OH:1])[CH:3]=1. The reactants are [OH:1][C:2]1[CH:3]=[C:4]([CH2:8][C:9]([OH:11])=[O:10])[CH:5]=[CH:6][CH:7]=1.OS(O)(=O)=O.[CH3:17]O. The yield is 0.990. No catalyst specified.